This data is from Full USPTO retrosynthesis dataset with 1.9M reactions from patents (1976-2016). The task is: Predict the reactants needed to synthesize the given product. (1) Given the product [C:1]([O:5][C:6](=[O:36])[NH:7][C@H:8]1[CH2:13][CH2:12][CH2:11][N:10]([C:14]2[CH:19]=[CH:18][C:17]([NH:20][C:21]3[C:30]4[C:25](=[CH:26][CH:27]=[C:28]([C:42]5[CH:43]=[C:38]([Cl:37])[C:39]([OH:54])=[C:40]([Cl:53])[CH:41]=5)[N:29]=4)[N:24]=[CH:23][C:22]=3[C:32](=[O:35])[CH2:33][CH3:34])=[CH:16][N:15]=2)[CH2:9]1)([CH3:2])([CH3:4])[CH3:3], predict the reactants needed to synthesize it. The reactants are: [C:1]([O:5][C:6](=[O:36])[NH:7][C@H:8]1[CH2:13][CH2:12][CH2:11][N:10]([C:14]2[CH:19]=[CH:18][C:17]([NH:20][C:21]3[C:30]4[C:25](=[CH:26][CH:27]=[C:28](Cl)[N:29]=4)[N:24]=[CH:23][C:22]=3[C:32](=[O:35])[CH2:33][CH3:34])=[CH:16][N:15]=2)[CH2:9]1)([CH3:4])([CH3:3])[CH3:2].[Cl:37][C:38]1[CH:43]=[C:42](B2OC(C)(C)C(C)(C)O2)[CH:41]=[C:40]([Cl:53])[C:39]=1[OH:54]. (2) Given the product [CH3:10][CH2:9][CH2:8][CH2:7][CH2:6]/[CH:5]=[CH:4]\[CH2:3][CH2:2][CH:12]([OH:14])[CH2:13][CH2:2]/[CH:3]=[CH:4]\[CH2:5][CH2:6][CH2:7][CH2:8][CH3:9], predict the reactants needed to synthesize it. The reactants are: Br[CH2:2][CH2:3]/[CH:4]=[CH:5]\[CH2:6][CH2:7][CH2:8][CH2:9][CH3:10].[Mg].[CH2:12]([O:14]C=O)[CH3:13].[OH-].[K+]. (3) Given the product [CH:26]1([CH:25]=[CH:24][C:18]2[C:19]([CH3:23])=[CH:20][CH:21]=[CH:22][C:17]=2[C:16]([NH:15][C:6]2([C:4]([OH:5])=[O:3])[CH2:14][C:13]3[C:8](=[CH:9][CH:10]=[CH:11][CH:12]=3)[CH2:7]2)=[O:29])[CH2:27][CH2:28]1, predict the reactants needed to synthesize it. The reactants are: C([O:3][C:4]([C:6]1([NH:15][C:16](=[O:29])[C:17]2[CH:22]=[CH:21][CH:20]=[C:19]([CH3:23])[C:18]=2[CH:24]=[CH:25][CH:26]2[CH2:28][CH2:27]2)[CH2:14][C:13]2[C:8](=[CH:9][CH:10]=[CH:11][CH:12]=2)[CH2:7]1)=[O:5])C.[OH-].[K+].O.